From a dataset of Full USPTO retrosynthesis dataset with 1.9M reactions from patents (1976-2016). Predict the reactants needed to synthesize the given product. (1) Given the product [CH2:1]([O:8][C:9]([C:11]1[N:12]([CH:42]([CH3:44])[CH3:43])[C:13]([CH:30]=[CH:31][C@H:32]([OH:41])[CH2:33][C@@H:34]([OH:40])[CH2:35][C:36]([O:38][CH3:39])=[O:37])=[C:14]([C:23]2[CH:28]=[CH:27][C:26]([F:29])=[CH:25][CH:24]=2)[C:15]=1[C:16]1[CH:17]=[CH:18][C:19]([F:22])=[CH:20][CH:21]=1)=[O:10])[C:2]1[CH:7]=[CH:6][CH:5]=[CH:4][CH:3]=1, predict the reactants needed to synthesize it. The reactants are: [CH2:1]([O:8][C:9]([C:11]1[N:12]([CH:42]([CH3:44])[CH3:43])[C:13]([CH:30]=[CH:31][C:32](=[O:41])[CH2:33][C@@H:34]([OH:40])[CH2:35][C:36]([O:38][CH3:39])=[O:37])=[C:14]([C:23]2[CH:28]=[CH:27][C:26]([F:29])=[CH:25][CH:24]=2)[C:15]=1[C:16]1[CH:21]=[CH:20][C:19]([F:22])=[CH:18][CH:17]=1)=[O:10])[C:2]1[CH:7]=[CH:6][CH:5]=[CH:4][CH:3]=1.C(B(CC)OC)C.[BH4-].[Na+]. (2) Given the product [Br:10][CH2:1][C:2]([CH:4]1[CH2:9][CH2:8][CH2:7][CH2:6][CH2:5]1)=[O:3], predict the reactants needed to synthesize it. The reactants are: [CH3:1][C:2]([CH:4]1[CH2:9][CH2:8][CH2:7][CH2:6][CH2:5]1)=[O:3].[Br:10]Br.O.